Dataset: Full USPTO retrosynthesis dataset with 1.9M reactions from patents (1976-2016). Task: Predict the reactants needed to synthesize the given product. Given the product [CH2:6]([O:8][C:9](=[O:16])[CH:10]=[C:11]([NH2:5])[CH:12]([CH3:14])[CH3:13])[CH3:7], predict the reactants needed to synthesize it. The reactants are: C([O-])(=O)C.[NH4+:5].[CH2:6]([O:8][C:9](=[O:16])[CH2:10][C:11](=O)[CH:12]([CH3:14])[CH3:13])[CH3:7].